Dataset: Experimentally validated miRNA-target interactions with 360,000+ pairs, plus equal number of negative samples. Task: Binary Classification. Given a miRNA mature sequence and a target amino acid sequence, predict their likelihood of interaction. Result: 0 (no interaction). The protein sequence of the target gene is MTDNELSALVVDNGSGMCKAGFGGDDAPRAVFPSMIGRPRHQGVMVGMGQKDCYVGDEAQSKRGVLTLKYPIEHGVVTNWDDMEKIWYHTFYNELRVAPDEHPILLTEAPLNPKINREKMTQIMFEAFNTPAMYVAIQAVLSLYASGRTTGIVMDSGDGVTHIVPIYEGYALPHAILRLDLAGRDLTDYLMKILTERGYNFTTTAEREIVRDVKEKLCYVALDFEQEMVRAAASSSPERSYELPDGQVITIGNERFRCPEAIFQPSFLGIESSGIHETTFNSIMKCDVDIRKDLYANTVL.... The miRNA is mmu-miR-471-5p with sequence UACGUAGUAUAGUGCUUUUCAC.